The task is: Predict which catalyst facilitates the given reaction.. This data is from Catalyst prediction with 721,799 reactions and 888 catalyst types from USPTO. (1) Reactant: [CH3:1][O:2][C:3](=[O:16])[CH2:4][C:5]1[CH:10]=[CH:9][CH:8]=[C:7]([O:11][CH2:12][CH2:13][CH2:14]Br)[CH:6]=1.[Cl:17][C:18]1[C:34]([C:35]([F:38])([F:37])[F:36])=[CH:33][CH:32]=[CH:31][C:19]=1[CH2:20][NH:21][CH2:22][C@H:23]([C:25]1[CH:30]=[CH:29][CH:28]=[CH:27][CH:26]=1)[CH3:24].C(=O)([O-])[O-].[K+].[K+]. Product: [CH3:1][O:2][C:3](=[O:16])[CH2:4][C:5]1[CH:10]=[CH:9][CH:8]=[C:7]([O:11][CH2:12][CH2:13][CH2:14][N:21]([CH2:20][C:19]2[CH:31]=[CH:32][CH:33]=[C:34]([C:35]([F:36])([F:37])[F:38])[C:18]=2[Cl:17])[CH2:22][C@H:23]([C:25]2[CH:26]=[CH:27][CH:28]=[CH:29][CH:30]=2)[CH3:24])[CH:6]=1. The catalyst class is: 10. (2) Reactant: [NH2:1][C:2]1[N:11]=[CH:10][C:9]2[C:8]([NH:12][C:13]3[CH:18]=[CH:17][CH:16]=[C:15]([Br:19])[CH:14]=3)=[N:7][CH:6]=[N:5][C:4]=2[CH:3]=1.[C:20](OC(=O)C)(=[O:22])[CH3:21].C(N(CC)CC)C. Product: [C:20]([NH:1][C:2]1[N:11]=[CH:10][C:9]2[C:8]([NH:12][C:13]3[CH:18]=[CH:17][CH:16]=[C:15]([Br:19])[CH:14]=3)=[N:7][CH:6]=[N:5][C:4]=2[CH:3]=1)(=[O:22])[CH3:21]. The catalyst class is: 142. (3) Reactant: [Cl:1][C:2]1[C:10]2[N:9]=[C:8]([NH:11][C:12]3[C:13]([O:20][CH3:21])=[N:14][C:15]([O:18][CH3:19])=[CH:16][CH:17]=3)[N:7]([CH2:22][CH2:23][CH2:24][C:25](OCC)=[O:26])[C:6]=2[C:5]([CH:30]([CH2:33][CH3:34])[CH2:31][CH3:32])=[CH:4][CH:3]=1.[BH4-].[Li+].O. Product: [Cl:1][C:2]1[C:10]2[N:9]=[C:8]([NH:11][C:12]3[C:13]([O:20][CH3:21])=[N:14][C:15]([O:18][CH3:19])=[CH:16][CH:17]=3)[N:7]([CH2:22][CH2:23][CH2:24][CH2:25][OH:26])[C:6]=2[C:5]([CH:30]([CH2:33][CH3:34])[CH2:31][CH3:32])=[CH:4][CH:3]=1. The catalyst class is: 7. (4) Reactant: [C:1]([C@@H:4]([NH:13][C:14](=[O:23])[O:15][CH2:16][C:17]1[CH:22]=[CH:21][N:20]=[CH:19][CH:18]=1)[CH2:5][C:6]1[CH:11]=[CH:10][C:9]([OH:12])=[CH:8][CH:7]=1)([OH:3])=O.[CH3:24][NH:25][CH2:26][C:27]1[CH:32]=[CH:31][CH:30]=[CH:29][CH:28]=1.CCN(C(C)C)C(C)C.C1CN([P+](Br)(N2CCCC2)N2CCCC2)CC1.F[P-](F)(F)(F)(F)F. Product: [N:20]1[CH:21]=[CH:22][C:17]([CH2:16][O:15][C:14](=[O:23])[NH:13][C@@H:4]([CH2:5][C:6]2[CH:11]=[CH:10][C:9]([OH:12])=[CH:8][CH:7]=2)[C:1]([N:25]([CH2:26][C:27]2[CH:32]=[CH:31][CH:30]=[CH:29][CH:28]=2)[CH3:24])=[O:3])=[CH:18][CH:19]=1. The catalyst class is: 3.